This data is from Reaction yield outcomes from USPTO patents with 853,638 reactions. The task is: Predict the reaction yield, written as a fraction of the theoretical maximum amount of product (1.0 means a 100% yield; for example, 0.34 means a 34% yield). (1) The reactants are [I:1]N1C(=O)CCC1=O.[CH:9]1[C:21]2[NH:20][C:19]3[C:14](=[CH:15][CH:16]=[CH:17][CH:18]=3)[C:13]=2[CH:12]=[CH:11][CH:10]=1.O. The catalyst is C(O)(=O)C. The product is [I:1][C:11]1[CH:10]=[CH:9][C:21]2[NH:20][C:19]3[C:14]([C:13]=2[CH:12]=1)=[CH:15][CH:16]=[CH:17][CH:18]=3. The yield is 0.970. (2) The reactants are [Cl:1][C:2]1[CH:7]=[CH:6][CH:5]=[CH:4][C:3]=1[C@H:8]([O:10][C:11]1[CH:15]=[C:14]([N:16]2[C:20]3[CH:21]=[CH:22][C:23](B4OC(C)(C)C(C)(C)O4)=[CH:24][C:19]=3[N:18]=[CH:17]2)[S:13][C:12]=1[C:34]([NH2:36])=[O:35])[CH3:9].Br[C:38]1[N:42]([CH3:43])[CH:41]=[N:40][CH:39]=1. No catalyst specified. The product is [Cl:1][C:2]1[CH:7]=[CH:6][CH:5]=[CH:4][C:3]=1[C@H:8]([O:10][C:11]1[CH:15]=[C:14]([N:16]2[C:20]3[CH:21]=[CH:22][C:23]([C:38]4[N:42]([CH3:43])[CH:41]=[N:40][CH:39]=4)=[CH:24][C:19]=3[N:18]=[CH:17]2)[S:13][C:12]=1[C:34]([NH2:36])=[O:35])[CH3:9]. The yield is 0.300. (3) The reactants are [CH3:1][C:2]1[O:6][C:5]([C:7]2[CH:8]=[C:9]([CH2:13]O)[CH:10]=[CH:11][CH:12]=2)=[N:4][CH:3]=1.P(Br)(Br)([Br:17])=O.C([O-])(O)=O.[Na+]. The catalyst is C1COCC1. The product is [Br:17][CH2:13][C:9]1[CH:8]=[C:7]([C:5]2[O:6][C:2]([CH3:1])=[CH:3][N:4]=2)[CH:12]=[CH:11][CH:10]=1. The yield is 0.840. (4) The reactants are [F:1][C:2]1[CH:3]=[CH:4][C:5]2[N:6]([CH:8]=[C:9]([C:11]([NH:13][C@H:14]3[CH2:19][CH2:18][C@@H:17]([NH:20][C:21]([C:23]4[C:24]([NH:30][C:31]5[CH:36]=[CH:35][CH:34]=[C:33]([O:37][CH2:38][CH2:39][N:40]6[CH2:45][CH2:44][O:43][CH2:42][CH2:41]6)[CH:32]=5)=[N:25][CH:26]=[C:27]([F:29])[CH:28]=4)=[O:22])[CH2:16][CH2:15]3)=[O:12])[N:10]=2)[CH:7]=1.[C:46](N1C=CN=C1)(N1C=CN=C1)=[O:47].[H-].[Na+]. The catalyst is CN(C)C=O. The product is [F:1][C:2]1[CH:3]=[CH:4][C:5]2[N:6]([CH:8]=[C:9]([C:11]([NH:13][C@H:14]3[CH2:15][CH2:16][C@@H:17]([N:20]4[C:21](=[O:22])[C:23]5[CH:28]=[C:27]([F:29])[CH:26]=[N:25][C:24]=5[N:30]([C:31]5[CH:36]=[CH:35][CH:34]=[C:33]([O:37][CH2:38][CH2:39][N:40]6[CH2:41][CH2:42][O:43][CH2:44][CH2:45]6)[CH:32]=5)[C:46]4=[O:47])[CH2:18][CH2:19]3)=[O:12])[N:10]=2)[CH:7]=1. The yield is 0.120. (5) The reactants are Br[CH2:2][CH2:3][CH2:4][CH2:5][CH2:6][C:7]([O:9][C:10]([CH3:13])([CH3:12])[CH3:11])=[O:8].[Na+].[I-:15]. The catalyst is CC(C)=O. The product is [I:15][CH2:2][CH2:3][CH2:4][CH2:5][CH2:6][C:7]([O:9][C:10]([CH3:13])([CH3:12])[CH3:11])=[O:8]. The yield is 0.940. (6) The reactants are Cl[C:2]1[CH:9]=[CH:8][C:5]([CH:6]=[O:7])=[CH:4][C:3]=1[O:10][C:11]([F:14])([F:13])[F:12].[F:15][C:16]1[CH:21]=[CH:20][C:19]([O:22][CH3:23])=[CH:18][C:17]=1B(O)O.P([O-])([O-])([O-])=O.[K+].[K+].[K+].C1(P(C2CCCCC2)C2C=CC=CC=2C2C(OC)=CC=CC=2OC)CCCCC1. The catalyst is CCOC(C)=O.C([O-])(=O)C.[Pd+2].C([O-])(=O)C.C1COCC1.CN(C=O)C. The yield is 0.640. The product is [F:15][C:16]1[CH:21]=[CH:20][C:19]([O:22][CH3:23])=[CH:18][C:17]=1[C:2]1[CH:9]=[CH:8][C:5]([CH:6]=[O:7])=[CH:4][C:3]=1[O:10][C:11]([F:14])([F:13])[F:12]. (7) The reactants are C(OC([N:11]1[CH2:16][CH2:15][N:14]([C:17]([O:19][C:20]([CH3:23])([CH3:22])[CH3:21])=[O:18])[CH2:13][CH:12]1[C:24]([OH:26])=O)=O)C1C=CC=CC=1.C([N:29](CC)CC)C.ClC(OCC)=O.[OH-].[NH4+].[Cl-].[NH4+]. The catalyst is O1CCCC1. The product is [NH2:29][C:24]([CH:12]1[NH:11][CH2:16][CH2:15][N:14]([C:17]([O:19][C:20]([CH3:21])([CH3:22])[CH3:23])=[O:18])[CH2:13]1)=[O:26]. The yield is 0.560. (8) The reactants are [Br:1][C:2]1[CH:8]=[CH:7][C:5]([NH2:6])=[CH:4][C:3]=1[F:9].C(O[CH:13]=[C:14]([C:20]([O:22][CH2:23][CH3:24])=[O:21])[C:15]([O:17][CH2:18][CH3:19])=[O:16])C. The catalyst is CC#N. The product is [Br:1][C:2]1[CH:8]=[CH:7][C:5]([NH:6][CH:13]=[C:14]([C:15]([O:17][CH2:18][CH3:19])=[O:16])[C:20]([O:22][CH2:23][CH3:24])=[O:21])=[CH:4][C:3]=1[F:9]. The yield is 0.650. (9) The reactants are [F:1][C:2]1[CH:24]=[C:23]([S:25]([CH3:28])(=[O:27])=[O:26])[C:22]([F:29])=[CH:21][C:3]=1[O:4][C@H:5]1[CH2:9][CH2:8][N:7]([CH:10]2[CH2:15][CH2:14][N:13]([C:16](=[NH:19])[NH:17][OH:18])[CH2:12][CH2:11]2)[C:6]1=[O:20].[F:30][C:31]([F:42])([F:41])[C:32](O[C:32](=O)[C:31]([F:42])([F:41])[F:30])=O. The catalyst is O1CCOCC1. The product is [F:1][C:2]1[CH:24]=[C:23]([S:25]([CH3:28])(=[O:27])=[O:26])[C:22]([F:29])=[CH:21][C:3]=1[O:4][C@H:5]1[CH2:9][CH2:8][N:7]([CH:10]2[CH2:11][CH2:12][N:13]([C:16]3[N:19]=[C:32]([C:31]([F:42])([F:41])[F:30])[O:18][N:17]=3)[CH2:14][CH2:15]2)[C:6]1=[O:20]. The yield is 0.230.